This data is from Forward reaction prediction with 1.9M reactions from USPTO patents (1976-2016). The task is: Predict the product of the given reaction. (1) Given the reactants [F:1][C:2]([F:17])([F:16])[O:3][C:4]1[CH:5]=[C:6]([CH:13]=[CH:14][CH:15]=1)[CH2:7][NH:8][C:9](=[O:12])[C:10]#[CH:11].[N:18]([CH2:21][CH2:22][CH2:23][CH2:24][N:25]1[CH:30]=[CH:29][C:28]([C:31]([O:33][CH3:34])=[O:32])=[CH:27][C:26]1=[O:35])=[N+:19]=[N-:20].CC(O)=O.CCN(C(C)C)C(C)C, predict the reaction product. The product is: [O:35]=[C:26]1[CH:27]=[C:28]([C:31]([O:33][CH3:34])=[O:32])[CH:29]=[CH:30][N:25]1[CH2:24][CH2:23][CH2:22][CH2:21][N:18]1[CH:11]=[C:10]([C:9](=[O:12])[NH:8][CH2:7][C:6]2[CH:13]=[CH:14][CH:15]=[C:4]([O:3][C:2]([F:16])([F:17])[F:1])[CH:5]=2)[N:20]=[N:19]1. (2) Given the reactants C(N1[CH2:8][CH2:7][C:6](=O)[CH2:5][CH2:4]1)C.C(O[BH-](O[C:20](=[O:22])[CH3:21])OC(=O)C)(=O)C.[Na+].C(O)(=O)C.[CH3:28][CH2:29][CH2:30][CH2:31][CH2:32][CH3:33].[Cl:34]CCCl, predict the reaction product. The product is: [Cl:34][C:30]1[CH:29]=[CH:28][C:33]([C:6]2[CH:7]=[CH:8][C:21]([CH:20]=[O:22])=[CH:4][CH:5]=2)=[CH:32][CH:31]=1. (3) Given the reactants [O:1]1[C:5]2[CH:6]=[CH:7][CH:8]=[CH:9][C:4]=2[N:3]=[C:2]1[C:10]1[CH:11]=[CH:12][C:13]([CH3:17])=[C:14]([OH:16])[CH:15]=1.[H-].[Na+].Br[CH2:21][O:22][CH2:23]Br, predict the reaction product. The product is: [CH3:21][O:22][CH2:23][O:16][C:14]1[CH:15]=[C:10]([C:2]2[O:1][C:5]3[CH:6]=[CH:7][CH:8]=[CH:9][C:4]=3[N:3]=2)[CH:11]=[CH:12][C:13]=1[CH3:17]. (4) Given the reactants [Cl:1][C:2]1[N:7]=[C:6](Cl)[CH:5]=[CH:4][N:3]=1.[NH:9]1[C:17]2[C:12](=[CH:13][C:14]([NH:18][CH3:19])=[CH:15][CH:16]=2)[CH:11]=[N:10]1, predict the reaction product. The product is: [Cl:1][C:2]1[N:7]=[C:6]([N:18]([CH3:19])[C:14]2[CH:13]=[C:12]3[C:17](=[CH:16][CH:15]=2)[NH:9][N:10]=[CH:11]3)[CH:5]=[CH:4][N:3]=1. (5) Given the reactants [NH2:1][CH2:2][C@H:3]([C:5]1[CH:10]=[CH:9][C:8]([Cl:11])=[CH:7][CH:6]=1)[OH:4], predict the reaction product. The product is: [NH2:1][CH2:2][C@@H:3]([C:5]1[CH:10]=[CH:9][C:8]([Cl:11])=[CH:7][CH:6]=1)[OH:4]. (6) Given the reactants [C:1]([NH:5][S:6]([C:9]1[CH:14]=[CH:13][CH:12]=[C:11]([C:15]2[N:23]3[C:18]([CH:19]=[N:20][C:21]([OH:24])=[N:22]3)=[CH:17][CH:16]=2)[CH:10]=1)(=[O:8])=[O:7])([CH3:4])([CH3:3])[CH3:2].C1C=CC(N(S([C:35]([F:38])([F:37])[F:36])(=O)=O)S([C:35]([F:38])([F:37])[F:36])(=O)=O)=CC=1.[NH2:46][C:47]1[CH:48]=[N:49][CH:50]=[C:51]([CH:55]=1)[C:52]([NH2:54])=[O:53], predict the reaction product. The product is: [F:36][C:35]([F:38])([F:37])[C:21]([OH:24])=[O:53].[C:1]([NH:5][S:6]([C:9]1[CH:10]=[C:11]([C:15]2[N:23]3[C:18]([CH:19]=[N:20][C:21]([NH:46][C:47]4[CH:48]=[N:49][CH:50]=[C:51]([CH:55]=4)[C:52]([NH2:54])=[O:53])=[N:22]3)=[CH:17][CH:16]=2)[CH:12]=[CH:13][CH:14]=1)(=[O:7])=[O:8])([CH3:3])([CH3:4])[CH3:2]. (7) Given the reactants [CH3:1][O:2][C:3]1([C:21]2[CH:26]=[CH:25][CH:24]=[CH:23][C:22]=2[CH3:27])[CH2:8][CH2:7][C:6]2[C:9]([C:18]([OH:20])=O)=[CH:10][C:11]3[N:12]([CH3:17])[C:13]([CH3:16])=[N:14][C:15]=3[C:5]=2[O:4]1.C[CH2:29][N:30](C(C)C)C(C)C.CN(C(ON1N=NC2C=CC=CC1=2)=[N+](C)C)C.[B-](F)(F)(F)F.CN.[Cl-].[NH4+], predict the reaction product. The product is: [CH3:29][NH:30][C:18]([C:9]1[C:6]2[CH2:7][CH2:8][C:3]([O:2][CH3:1])([C:21]3[CH:26]=[CH:25][CH:24]=[CH:23][C:22]=3[CH3:27])[O:4][C:5]=2[C:15]2[N:14]=[C:13]([CH3:16])[N:12]([CH3:17])[C:11]=2[CH:10]=1)=[O:20]. (8) Given the reactants [CH:1]1([CH:8]=[O:9])[CH2:5][CH2:4][CH:3]([CH:6]=[O:7])[CH2:2]1.[BH4-].[Na+], predict the reaction product. The product is: [CH:1]1([CH2:8][OH:9])[CH2:5][CH2:4][CH:3]([CH2:6][OH:7])[CH2:2]1.